From a dataset of Full USPTO retrosynthesis dataset with 1.9M reactions from patents (1976-2016). Predict the reactants needed to synthesize the given product. (1) The reactants are: [CH2:1]([O:8][C:9]1[CH:14]=[C:13]([OH:15])[CH:12]=[CH:11][C:10]=1/[CH:16]=[CH:17]/[C:18]([O:20][CH2:21][CH3:22])=[O:19])[C:2]1[CH:7]=[CH:6][CH:5]=[CH:4][CH:3]=1.I[CH2:24][CH2:25][CH3:26].C(=O)([O-])[O-].[K+].[K+].O. Given the product [CH2:1]([O:8][C:9]1[CH:14]=[C:13]([O:15][CH2:24][CH2:25][CH3:26])[CH:12]=[CH:11][C:10]=1/[CH:16]=[CH:17]/[C:18]([O:20][CH2:21][CH3:22])=[O:19])[C:2]1[CH:3]=[CH:4][CH:5]=[CH:6][CH:7]=1, predict the reactants needed to synthesize it. (2) Given the product [CH:24]1([C:27]([CH:31]2[CH2:33][CH2:32]2)([OH:30])[C:28]#[C:29][C:2]2[CH:23]=[CH:22][C:5]([C:6]([NH:8][S:9]([C:12]3[CH:17]=[CH:16][CH:15]=[CH:14][C:13]=3[S:18](=[O:21])(=[O:20])[NH2:19])(=[O:11])=[O:10])=[O:7])=[CH:4][CH:3]=2)[CH2:26][CH2:25]1, predict the reactants needed to synthesize it. The reactants are: I[C:2]1[CH:23]=[CH:22][C:5]([C:6]([NH:8][S:9]([C:12]2[CH:17]=[CH:16][CH:15]=[CH:14][C:13]=2[S:18](=[O:21])(=[O:20])[NH2:19])(=[O:11])=[O:10])=[O:7])=[CH:4][CH:3]=1.[CH:24]1([C:27]([CH:31]2[CH2:33][CH2:32]2)([OH:30])[C:28]#[CH:29])[CH2:26][CH2:25]1.C(N(CC)CC)C.O.